From a dataset of NCI-60 drug combinations with 297,098 pairs across 59 cell lines. Regression. Given two drug SMILES strings and cell line genomic features, predict the synergy score measuring deviation from expected non-interaction effect. (1) Drug 1: COC1=CC(=CC(=C1O)OC)C2C3C(COC3=O)C(C4=CC5=C(C=C24)OCO5)OC6C(C(C7C(O6)COC(O7)C8=CC=CS8)O)O. Drug 2: C#CCC(CC1=CN=C2C(=N1)C(=NC(=N2)N)N)C3=CC=C(C=C3)C(=O)NC(CCC(=O)O)C(=O)O. Cell line: NCIH23. Synergy scores: CSS=55.0, Synergy_ZIP=1.18, Synergy_Bliss=2.59, Synergy_Loewe=1.30, Synergy_HSA=1.33. (2) Drug 1: CNC(=O)C1=CC=CC=C1SC2=CC3=C(C=C2)C(=NN3)C=CC4=CC=CC=N4. Drug 2: CN(CC1=CN=C2C(=N1)C(=NC(=N2)N)N)C3=CC=C(C=C3)C(=O)NC(CCC(=O)O)C(=O)O. Cell line: HCT116. Synergy scores: CSS=38.1, Synergy_ZIP=0.732, Synergy_Bliss=-5.29, Synergy_Loewe=-7.98, Synergy_HSA=-3.82.